Dataset: Forward reaction prediction with 1.9M reactions from USPTO patents (1976-2016). Task: Predict the product of the given reaction. (1) Given the reactants OC(C(F)(F)F)=O.[I:8][C:9]1[CH:10]=[C:11]([C:15]2([C:23]#[N:24])[CH2:21][C@H:20]3[NH:22][C@H:17]([CH:18]=[CH:19]3)[CH2:16]2)[CH:12]=[N:13][CH:14]=1.FC1C=NC=C(I)C=1.[O:33]1[CH2:36][C:35](=O)[CH2:34]1.C(O[BH-](OC(=O)C)OC(=O)C)(=O)C.[Na+], predict the reaction product. The product is: [I:8][C:9]1[CH:10]=[C:11]([C:15]2([C:23]#[N:24])[CH2:21][C@H:20]3[N:22]([CH:35]4[CH2:36][O:33][CH2:34]4)[C@H:17]([CH:18]=[CH:19]3)[CH2:16]2)[CH:12]=[N:13][CH:14]=1. (2) Given the reactants [CH3:1][O:2][C:3]([C:5]1([CH2:14][C:15]2[CH:20]=[CH:19][C:18]([Cl:21])=[CH:17][CH:16]=2)[CH2:9][CH2:8][C:7]([CH3:12])([CH2:10][OH:11])[C:6]1=[O:13])=[O:4].[CH3:22][O:23][CH2:24]OC.O=P12OP3(OP(OP(O3)(O1)=O)(=O)O2)=O, predict the reaction product. The product is: [CH3:1][O:2][C:3]([C:5]1([CH2:14][C:15]2[CH:16]=[CH:17][C:18]([Cl:21])=[CH:19][CH:20]=2)[CH2:9][CH2:8][C:7]([CH2:10][O:11][CH2:22][O:23][CH3:24])([CH3:12])[C:6]1=[O:13])=[O:4].